This data is from Experimentally validated miRNA-target interactions with 360,000+ pairs, plus equal number of negative samples. The task is: Binary Classification. Given a miRNA mature sequence and a target amino acid sequence, predict their likelihood of interaction. (1) The miRNA is mmu-miR-204-5p with sequence UUCCCUUUGUCAUCCUAUGCCU. The protein sequence of the target gene is MKLNERSVAHYALSDSPADHMGFLRTWGGPGTPPTPSGTGRRCWFVLKGNLLFSFESREGRAPLSLVVLEGCTVELAEAPVPEEFAFAICFDAPGVRPHLLAAEGPAAQEAWVKVLSRASFGYMRLVVRELESQLQDARQSLALQRRSSWKSVASRCKPQAPNHRAAGLENGHCLSKDSSPVGLVEEAGSRSAGWGLAEWELQGPASLLLGKGQSPVSPETSCFSTLHDWYGQEIVELRQCWQKRAQGSHSKCEEQDRP. Result: 0 (no interaction). (2) The miRNA is hsa-miR-16-5p with sequence UAGCAGCACGUAAAUAUUGGCG. The protein sequence of the target gene is MALRGPAGLGPGSRRPLDEAVAGAEGREAPALVAAGGAPEDDEEDDGRGRGLLRWDSFSAWLHCVCVVGFDLELGQAVEVIYPQHSKLTDREKTNICYLSFPDSNSGCLGDTQFCFRFRQSSGRRVSLHCLLDQFDKDLPVYLKKDPAYFYGYVYFRQVRDKTLKRGYFQKSLVLISKLPYIHFFHTVLKQIAPEYFEKNEPYLEAACNDVDRWPAPVPGKTLHLPIMGVVMKVRIPTCHDKPGTTQIVQLTQQVDTNISVILPTVHEVDIFRCFCPVFLHSQMLWELVLLGEPLVVMAP.... Result: 1 (interaction). (3) The miRNA is hsa-miR-759 with sequence GCAGAGUGCAAACAAUUUUGAC. The protein sequence of the target gene is MAHYKTEQDDWLIIYLKYLLFVFNFFFWVGGAAVLAVGIWTLVEKSGYLSVLASSTFAASAYILIFAGVLVMVTGFLGFGAILWERKGCLSTYFCLLLVIFLVELVAGVLAHVYYQRLSDELKQHLNRTLAENYGQPGATQITASVDRLQQDFKCCGSNSSADWQHSTYILLREAEGRQVPDSCCKTVVVRCGQRAHPSNIYKVEGGCLTKLEQFLADHLLLMGAVGIGVACLQICGMVLTCCLHQRLQRHFY. Result: 0 (no interaction). (4) Result: 0 (no interaction). The protein sequence of the target gene is MARRRAFPAFVLRLWSILPCLLLLRADAGQPPEESLYLWIDAHQARVLIGFEEDILIVSEGKMAPFTHDFRKAQQRMPAIPVNIHSMNFTWQASGQAEYFYEFLSLRSLDKGIMADPTVNVPRLGTVPHKASVVQVGFPCLGKQDGVAAFEVNVIVMNSEGNPILRTPQNAIFFKTCQQAECPGGCRNGGFCNERRVCECPDGFYGPHCEKALCIPRCMNGGLCVTPGFCICPPGFYGVNCDKANCSATCFNGGTCFYPGKCICPPGLEGEQCELSKCPQPCRNGGKCIGKSKCKCPKGY.... The miRNA is hsa-miR-602 with sequence GACACGGGCGACAGCUGCGGCCC. (5) The miRNA is hsa-miR-199a-3p with sequence ACAGUAGUCUGCACAUUGGUUA. The protein sequence of the target gene is MSRKGPRAEVCADCSAPDPGWASISRGVLVCDECCSVHRSLGRHISIVKHLRHSAWPPTLLQMVHTLASNGANSIWEHSLLDPAQVQSGRRKANPQDKVHPIKSEFIRAKYQMLAFVHKLPCRDDDGVTAKDLSKQLHSSVRTGNLETCLRLLSLGAQANFFHPEKGTTPLHVAAKAGQTLQAELLVVYGADPGSPDVNGRTPIDYARQAGHHELAERLVECQYELTDRLAFYLCGRKPDHKNGHYIIPQMADSLDLSELAKAAKKKLQALSNRLFEELAMDVYDEVDRRENDAVWLATQ.... Result: 0 (no interaction). (6) The miRNA is hsa-miR-1295b-5p with sequence CACCCAGAUCUGCGGCCUAAU. The protein sequence of the target gene is MSEILPYSEDKMGRFGADPEGSDLSFSCRLQDTNSFFAGNQAKRPPKLGQIGRAKRVVIEDDRIDDVLKGMGEKPPSGV. Result: 0 (no interaction).